This data is from CYP2C9 inhibition data for predicting drug metabolism from PubChem BioAssay. The task is: Regression/Classification. Given a drug SMILES string, predict its absorption, distribution, metabolism, or excretion properties. Task type varies by dataset: regression for continuous measurements (e.g., permeability, clearance, half-life) or binary classification for categorical outcomes (e.g., BBB penetration, CYP inhibition). Dataset: cyp2c9_veith. (1) The result is 0 (non-inhibitor). The compound is O=C(O)[C@@H]1CCCN1Cc1ccc2c(c1)OCO2. (2) The result is 0 (non-inhibitor). The drug is CCOC(=O)C1=C(O)/C(=C/c2cc(OC)c(OC)c(OC)c2)N=C1C. (3) The molecule is CC(=O)/C=C1/SC=C(c2ccc(Br)cc2)N1c1ccccc1. The result is 1 (inhibitor). (4) The drug is CCCc1nnc(NC(=O)C(CC)OC(=O)c2cc(C)nc3ccccc23)s1. The result is 1 (inhibitor).